Task: Predict the reactants needed to synthesize the given product.. Dataset: Full USPTO retrosynthesis dataset with 1.9M reactions from patents (1976-2016) (1) Given the product [CH3:52][C:48]1[CH:49]=[CH:50][CH:51]=[C:44]([B:29]2[O:30][C:31]([CH3:36])([CH3:37])[C:32]([CH3:34])([CH3:35])[O:33]2)[C:45]=1[C:46]#[N:47], predict the reactants needed to synthesize it. The reactants are: C1(P(C2CCCCC2)C2CCCCC2)CCCCC1.[B:29]1([B:29]2[O:33][C:32]([CH3:35])([CH3:34])[C:31]([CH3:37])([CH3:36])[O:30]2)[O:33][C:32]([CH3:35])([CH3:34])[C:31]([CH3:37])([CH3:36])[O:30]1.CC([O-])=O.[K+].Cl[C:44]1[CH:51]=[CH:50][CH:49]=[C:48]([CH3:52])[C:45]=1[C:46]#[N:47]. (2) Given the product [NH2:15][C:10]1[C:9]([C:18]2[CH:30]=[CH:29][C:21]([C:22]([O:24][C:25]([CH3:28])([CH3:26])[CH3:27])=[O:23])=[C:20]([F:31])[CH:19]=2)=[CH:14][CH:13]=[CH:12][N:11]=1, predict the reactants needed to synthesize it. The reactants are: CC1(C)C(C)(C)OB([C:9]2[C:10]([NH2:15])=[N:11][CH:12]=[CH:13][CH:14]=2)O1.Br[C:18]1[CH:30]=[CH:29][C:21]([C:22]([O:24][C:25]([CH3:28])([CH3:27])[CH3:26])=[O:23])=[C:20]([F:31])[CH:19]=1. (3) Given the product [NH2:17][C:3]1[CH:4]=[C:5]([C:8]([CH3:15])([CH3:16])[CH2:9][C:10]([O:12][CH2:13][CH3:14])=[O:11])[CH:6]=[CH:7][C:2]=1[Cl:1], predict the reactants needed to synthesize it. The reactants are: [Cl:1][C:2]1[CH:7]=[CH:6][C:5]([C:8]([CH3:16])([CH3:15])[CH2:9][C:10]([O:12][CH2:13][CH3:14])=[O:11])=[CH:4][C:3]=1[N+:17]([O-])=O.[H][H].